Dataset: Catalyst prediction with 721,799 reactions and 888 catalyst types from USPTO. Task: Predict which catalyst facilitates the given reaction. (1) Reactant: [NH:1]1[C:9]2[C:4](=[CH:5][C:6]([NH:10][C:11]3[C:12]4[C:19]5[CH2:20][CH2:21][CH:22]([C:24]([OH:26])=[O:25])[CH2:23][C:18]=5[S:17][C:13]=4[N:14]=[CH:15][N:16]=3)=[CH:7][CH:8]=2)[CH:3]=[N:2]1.O1CCC[CH2:28]1.C(N(C(C)C)C(C)C)C.[N+](=C)=[N-]. Product: [NH:1]1[C:9]2[C:4](=[CH:5][C:6]([NH:10][C:11]3[C:12]4[C:19]5[CH2:20][CH2:21][CH:22]([C:24]([O:26][CH3:28])=[O:25])[CH2:23][C:18]=5[S:17][C:13]=4[N:14]=[CH:15][N:16]=3)=[CH:7][CH:8]=2)[CH:3]=[N:2]1. The catalyst class is: 27. (2) Reactant: [BrH:1].[C:2]1([CH2:8][CH2:9][CH2:10][CH2:11][CH2:12]O)[CH:7]=[CH:6][CH:5]=[CH:4][CH:3]=1. Product: [Br:1][CH2:12][CH2:11][CH2:10][CH2:9][CH2:8][C:2]1[CH:7]=[CH:6][CH:5]=[CH:4][CH:3]=1. The catalyst class is: 13. (3) Reactant: Cl.CN.[CH2:4]([N:6](CC)CC)C.[C:11](Cl)(=[O:19])[CH2:12][CH2:13][CH2:14][CH2:15][CH2:16][CH2:17][CH3:18]. Product: [CH3:4][NH:6][C:11](=[O:19])[CH2:12][CH2:13][CH2:14][CH2:15][CH2:16][CH2:17][CH3:18]. The catalyst class is: 4. (4) Reactant: [Br:1][C:2]1[CH:3]=[C:4]([C:25](=[O:37])[NH:26][CH2:27][C:28]2[C:29](=[O:36])[NH:30][C:31]([CH3:35])=[CH:32][C:33]=2[CH3:34])[C:5]([CH3:24])=[C:6]([N:8]([CH3:23])[C@@H:9]2[CH2:14][CH2:13][C@H:12]([NH:15]C(=O)OC(C)(C)C)[CH2:11][CH2:10]2)[CH:7]=1.C(O)(C(F)(F)F)=O. Product: [NH2:15][C@@H:12]1[CH2:11][CH2:10][C@H:9]([N:8]([CH3:23])[C:6]2[C:5]([CH3:24])=[C:4]([CH:3]=[C:2]([Br:1])[CH:7]=2)[C:25]([NH:26][CH2:27][C:28]2[C:29](=[O:36])[NH:30][C:31]([CH3:35])=[CH:32][C:33]=2[CH3:34])=[O:37])[CH2:14][CH2:13]1. The catalyst class is: 2. (5) Reactant: [Cl:1][C:2]1[CH:3]=[C:4]([CH:8]([OH:31])[CH2:9][NH:10][C:11]2[CH:16]=[CH:15][NH:14][C:13](=[O:17])[C:12]=2[C:18]2[NH:19][C:20]3[CH:26]=[C:25]([C:27]([NH2:29])=O)[CH:24]=[C:23]([CH3:30])[C:21]=3[N:22]=2)[CH:5]=[CH:6][CH:7]=1. Product: [NH2:29][CH2:27][C:25]1[CH:24]=[C:23]([CH3:30])[C:21]2[N:22]=[C:18]([C:12]3[C:13](=[O:17])[NH:14][CH:15]=[CH:16][C:11]=3[NH:10][CH2:9][CH:8]([C:4]3[CH:5]=[CH:6][CH:7]=[C:2]([Cl:1])[CH:3]=3)[OH:31])[NH:19][C:20]=2[CH:26]=1. The catalyst class is: 1. (6) Reactant: [C:1]([O:5][C:6]([NH:8][CH:9]([C:13]1[CH:18]=[CH:17][C:16]([F:19])=[CH:15][CH:14]=1)[C:10]([OH:12])=O)=[O:7])([CH3:4])([CH3:3])[CH3:2].Cl.[CH3:21][NH:22][O:23][CH3:24].CN1CCOCC1.CN(C1C=CC=CN=1)C.C(N=C=NCCCN(C)C)C.Cl. Product: [F:19][C:16]1[CH:17]=[CH:18][C:13]([CH:9]([NH:8][C:6](=[O:7])[O:5][C:1]([CH3:2])([CH3:3])[CH3:4])[C:10]([N:22]([O:23][CH3:24])[CH3:21])=[O:12])=[CH:14][CH:15]=1. The catalyst class is: 120. (7) Product: [Cl:12][C:9]1[CH:10]=[CH:11][C:6]([C:2]2[S:19][C:18]([NH2:20])=[N:17][C:3]=2[CH3:4])=[CH:7][C:8]=1[S:13]([CH3:16])(=[O:15])=[O:14]. The catalyst class is: 8. Reactant: Br[CH:2]([C:6]1[CH:11]=[CH:10][C:9]([Cl:12])=[C:8]([S:13]([CH3:16])(=[O:15])=[O:14])[CH:7]=1)[C:3](=O)[CH3:4].[NH2:17][C:18]([NH2:20])=[S:19]. (8) Reactant: [C:1]([N:5]1[C:13]2[CH:12]=[CH:11][N:10]=[C:9]([O:14]C)[C:8]=2[C:7]([C:16]([NH:18][CH:19]([C:23]2[CH:28]=[CH:27][C:26]([O:29][C:30]([F:33])([F:32])[F:31])=[CH:25][CH:24]=2)[CH2:20][O:21][CH3:22])=[O:17])=[N:6]1)([CH3:4])([CH3:3])[CH3:2].Cl[Si](C)(C)C.[I-].[Na+]. Product: [C:1]([N:5]1[C:13]2[CH:12]=[CH:11][NH:10][C:9](=[O:14])[C:8]=2[C:7]([C:16]([NH:18][CH:19]([C:23]2[CH:24]=[CH:25][C:26]([O:29][C:30]([F:31])([F:33])[F:32])=[CH:27][CH:28]=2)[CH2:20][O:21][CH3:22])=[O:17])=[N:6]1)([CH3:4])([CH3:2])[CH3:3]. The catalyst class is: 10. (9) Reactant: [CH3:1][C:2]([O:5][C:6]([C:8]1[CH:9]=[C:10]([F:32])[C:11]([CH3:31])=[C:12]([C:14]2[C:15]([C:28]([OH:30])=O)=[CH:16][C:17]([C:20]([NH:22][CH2:23][C:24]([CH3:27])([CH3:26])[CH3:25])=[O:21])=[CH:18][CH:19]=2)[CH:13]=1)=[O:7])([CH3:4])[CH3:3].[NH2:33][C:34]1[S:35][CH:36]=[CH:37][N:38]=1.CCN(C(C)C)C(C)C.O. Product: [CH3:26][C:24]([CH3:25])([CH3:27])[CH2:23][NH:22][C:20]([C:17]1[CH:18]=[CH:19][C:14]([C:12]2[C:11]([CH3:31])=[C:10]([F:32])[CH:9]=[C:8]([C:6]([O:5][C:2]([CH3:4])([CH3:3])[CH3:1])=[O:7])[CH:13]=2)=[C:15]([C:28]([NH:33][C:34]2[S:35][CH:36]=[CH:37][N:38]=2)=[O:30])[CH:16]=1)=[O:21]. The catalyst class is: 9.